Binary Classification. Given a drug SMILES string, predict its activity (active/inactive) in a high-throughput screening assay against a specified biological target. From a dataset of M1 muscarinic receptor agonist screen with 61,833 compounds. (1) The compound is O=C(N1CCC(CC1)C)c1ccc(C(=O)N2CCC(CC2)C)cc1. The result is 0 (inactive). (2) The molecule is O1c2cc(CNC(=O)c3nnn(c4cc(ccc4)C)c3N)ccc2OC1. The result is 0 (inactive). (3) The compound is O1C(CCC1)Cn1c(=O)c2c(n(CCCCC)c3nc4c(nc23)cccc4)nc1C. The result is 0 (inactive). (4) The compound is S(=O)(=O)(N1CCC2(OCCO2)CC1)N1CCC(CC1)C(=O)NCc1ccc(F)cc1. The result is 0 (inactive). (5) The compound is O1C(CN(CC1C)c1[nH]c(=O)n(c(=O)c1)c1ccc(OC)cc1)C. The result is 0 (inactive).